From a dataset of Full USPTO retrosynthesis dataset with 1.9M reactions from patents (1976-2016). Predict the reactants needed to synthesize the given product. (1) Given the product [CH3:1][O:2][C:3]1[C:4]([CH3:20])=[CH:5][C:6]([CH2:12][C:13]2[C:17]([CH3:18])=[N:22][N:21]([CH2:23][CH2:24][OH:25])[C:14]=2[CH3:15])=[C:7]2[C:11]=1[CH2:10][CH2:9][CH2:8]2, predict the reactants needed to synthesize it. The reactants are: [CH3:1][O:2][C:3]1[C:4]([CH3:20])=[CH:5][C:6]([CH2:12][CH:13]([C:17](=O)[CH3:18])[C:14](=O)[CH3:15])=[C:7]2[C:11]=1[CH2:10][CH2:9][CH2:8]2.[NH:21]([CH2:23][CH2:24][OH:25])[NH2:22].C(O)(=O)C. (2) The reactants are: C[Si](C)([O:7][C:8]1[CH:9]=[C:10]([N:14]2[C:18]3[CH:19]=[CH:20][CH:21]=[CH:22][C:17]=3[C:16](=[N:23][C:24]3[CH:29]=[CH:28][CH:27]=[C:26]([C:30]([F:33])([F:32])[F:31])[CH:25]=3)[C:15]2=[O:34])[CH:11]=[CH:12][CH:13]=1)C(C)(C)C.CCCC[N+](CCCC)(CCCC)CCCC.[F-]. Given the product [OH:7][C:8]1[CH:9]=[C:10]([N:14]2[C:18]3[CH:19]=[CH:20][CH:21]=[CH:22][C:17]=3[C:16](=[N:23][C:24]3[CH:29]=[CH:28][CH:27]=[C:26]([C:30]([F:33])([F:31])[F:32])[CH:25]=3)[C:15]2=[O:34])[CH:11]=[CH:12][CH:13]=1, predict the reactants needed to synthesize it. (3) The reactants are: [C:1]([O:5][C:6]([N:8]1[CH2:13][CH2:12][C:11](=[CH:14][C:15]([O:17][CH2:18][CH3:19])=[O:16])[CH2:10][CH2:9]1)=[O:7])([CH3:4])([CH3:3])[CH3:2]. Given the product [CH2:18]([O:17][C:15](=[O:16])[CH2:14][CH:11]1[CH2:12][CH2:13][N:8]([C:6]([O:5][C:1]([CH3:4])([CH3:3])[CH3:2])=[O:7])[CH2:9][CH2:10]1)[CH3:19], predict the reactants needed to synthesize it. (4) Given the product [OH:8][C:9]1[CH:36]=[CH:35][C:34]([C:37]2[CH:42]=[CH:41][CH:40]=[CH:39][CH:38]=2)=[CH:33][C:10]=1[C:11]([NH:13][C:14]1[CH:26]=[C:25]([C:27]2[CH:32]=[CH:31][CH:30]=[CH:29][CH:28]=2)[CH:24]=[CH:23][C:15]=1[C:16]([OH:18])=[O:17])=[O:12], predict the reactants needed to synthesize it. The reactants are: FC(F)(F)C(O)=O.[OH:8][C:9]1[CH:36]=[CH:35][C:34]([C:37]2[CH:42]=[CH:41][CH:40]=[CH:39][CH:38]=2)=[CH:33][C:10]=1[C:11]([NH:13][C:14]1[CH:26]=[C:25]([C:27]2[CH:32]=[CH:31][CH:30]=[CH:29][CH:28]=2)[CH:24]=[CH:23][C:15]=1[C:16]([O:18]C(C)(C)C)=[O:17])=[O:12]. (5) Given the product [F:19][S:18]([F:20])([F:21])([F:22])([F:23])[C:15]1[CH:14]=[CH:13][C:12]([C@H:6]2[O:7][C@@H:3]([CH2:1][OH:2])[CH2:4][CH2:5]2)=[CH:17][CH:16]=1, predict the reactants needed to synthesize it. The reactants are: [CH:1]([C:3]1[O:7][C:6](B(O)O)=[CH:5][CH:4]=1)=[O:2].Br[C:12]1[CH:17]=[CH:16][C:15]([S:18]([F:23])([F:22])([F:21])([F:20])[F:19])=[CH:14][CH:13]=1. (6) Given the product [NH:16]1[C:17]2[C:13](=[CH:12][C:11]([N:7]3[C:8]4[C:4](=[CH:3][C:2]([NH:1][C:31](=[O:32])[C:30]5[CH:29]=[CH:28][C:27]([N:24]6[CH2:25][CH2:26][CH:21]([OH:20])[CH2:22][CH2:23]6)=[CH:35][CH:34]=5)=[CH:10][CH:9]=4)[CH:5]=[N:6]3)=[CH:19][CH:18]=2)[CH:14]=[CH:15]1, predict the reactants needed to synthesize it. The reactants are: [NH2:1][C:2]1[CH:3]=[C:4]2[C:8](=[CH:9][CH:10]=1)[N:7]([C:11]1[CH:12]=[C:13]3[C:17](=[CH:18][CH:19]=1)[NH:16][CH:15]=[CH:14]3)[N:6]=[CH:5]2.[OH:20][CH:21]1[CH2:26][CH2:25][N:24]([C:27]2[CH:35]=[CH:34][C:30]([C:31](O)=[O:32])=[CH:29][CH:28]=2)[CH2:23][CH2:22]1. (7) Given the product [CH3:7][O:8][C:9]1[CH:18]=[C:17]2[C:12]([CH2:13][CH2:14][N:15]([S:1]([Cl:5])(=[O:3])=[O:2])[CH2:16]2)=[CH:11][CH:10]=1, predict the reactants needed to synthesize it. The reactants are: [S:1]([Cl:5])(Cl)(=[O:3])=[O:2].Cl.[CH3:7][O:8][C:9]1[CH:18]=[C:17]2[C:12]([CH2:13][CH2:14][NH:15][CH2:16]2)=[CH:11][CH:10]=1.C(N(CC)CC)C. (8) The reactants are: [NH2:1][N:2]1[C:6](=[O:7])[C:5]2=[CH:8][CH:9]=[CH:10][CH:11]=[C:4]2[C:3]1=[O:12].[CH3:13][O:14][C:15]1[CH:22]=[CH:21][C:18]([CH:19]=O)=[CH:17][C:16]=1[CH3:23]. Given the product [CH3:13][O:14][C:15]1[CH:22]=[CH:21][C:18]([CH:19]=[N:1][N:2]2[C:3](=[O:12])[C:4]3[C:5](=[CH:8][CH:9]=[CH:10][CH:11]=3)[C:6]2=[O:7])=[CH:17][C:16]=1[CH3:23], predict the reactants needed to synthesize it. (9) Given the product [C:1]12([CH2:11][O:12][C:13]3[C:22]([CH:32]([OH:34])[CH3:33])=[CH:21][C:16]([C:17]([O:19][CH3:20])=[O:18])=[C:15]([F:24])[CH:14]=3)[CH2:10][CH:5]3[CH2:6][CH:7]([CH2:9][CH:3]([CH2:4]3)[CH2:2]1)[CH2:8]2, predict the reactants needed to synthesize it. The reactants are: [C:1]12([CH2:11][O:12][C:13]3[C:22](I)=[CH:21][C:16]([C:17]([O:19][CH3:20])=[O:18])=[C:15]([F:24])[CH:14]=3)[CH2:10][CH:5]3[CH2:6][CH:7]([CH2:9][CH:3]([CH2:4]3)[CH2:2]1)[CH2:8]2.[Cl-].[Li+].C([Mg]Cl)(C)C.[CH:32](=[O:34])[CH3:33].